The task is: Predict the reactants needed to synthesize the given product.. This data is from Full USPTO retrosynthesis dataset with 1.9M reactions from patents (1976-2016). Given the product [CH:7]([O:10][C:11]1[CH:20]=[C:19]2[C:14]([CH2:15][CH2:16][NH:17][CH:18]2[CH2:21][OH:22])=[CH:13][C:12]=1[O:24][CH3:25])([CH3:9])[CH3:8], predict the reactants needed to synthesize it. The reactants are: [H-].[Al+3].[Li+].[H-].[H-].[H-].[CH:7]([O:10][C:11]1[CH:20]=[C:19]2[C:14]([CH2:15][CH2:16][NH:17][CH:18]2[C:21](O)=[O:22])=[CH:13][C:12]=1[O:24][CH3:25])([CH3:9])[CH3:8].